From a dataset of Forward reaction prediction with 1.9M reactions from USPTO patents (1976-2016). Predict the product of the given reaction. (1) Given the reactants Cl.Cl[C:3]1[C:12]2[C:7](=[CH:8][C:9]([O:15][CH2:16][CH2:17][CH2:18][N:19]3[CH2:24][CH2:23][O:22][CH2:21][CH2:20]3)=[C:10]([O:13][CH3:14])[CH:11]=2)[N:6]=[N:5][CH:4]=1.[F:25][C:26]1[CH:32]=[C:31]([CH3:33])[C:30]([OH:34])=[CH:29][C:27]=1[NH2:28].Cl, predict the reaction product. The product is: [F:25][C:26]1[CH:32]=[C:31]([CH3:33])[C:30]([OH:34])=[CH:29][C:27]=1[NH:28][C:3]1[C:12]2[C:7](=[CH:8][C:9]([O:15][CH2:16][CH2:17][CH2:18][N:19]3[CH2:24][CH2:23][O:22][CH2:21][CH2:20]3)=[C:10]([O:13][CH3:14])[CH:11]=2)[N:6]=[N:5][CH:4]=1. (2) Given the reactants C(N(CCCC)C(C1N=C(C2C=CC(C(O)=O)=CC=2C(N2CCC3C(=CC=CC=3)C2)=O)N(C)C=1)=O)CCC.[CH2:39]([N:43]([CH2:74][CH2:75][CH2:76][CH3:77])[C:44]([C:46]1[N:47]=[CH:48][N:49]([CH3:73])[C:50]=1[C:51]1[CH:60]=[CH:59][C:54]([C:55]([O:57]C)=[O:56])=[CH:53][C:52]=1[C:61]([N:63]1[CH2:72][CH2:71][C:70]2[C:65](=[CH:66][CH:67]=[CH:68][CH:69]=2)[CH2:64]1)=[O:62])=[O:45])[CH2:40][CH2:41][CH3:42], predict the reaction product. The product is: [CH2:39]([N:43]([CH2:74][CH2:75][CH2:76][CH3:77])[C:44]([C:46]1[N:47]=[CH:48][N:49]([CH3:73])[C:50]=1[C:51]1[CH:60]=[CH:59][C:54]([C:55]([OH:57])=[O:56])=[CH:53][C:52]=1[C:61]([N:63]1[CH2:72][CH2:71][C:70]2[C:65](=[CH:66][CH:67]=[CH:68][CH:69]=2)[CH2:64]1)=[O:62])=[O:45])[CH2:40][CH2:41][CH3:42]. (3) Given the reactants Br[C:2]1[S:6][C:5]([C:7]2[S:8][C:9]([CH2:12][CH2:13][CH3:14])=[CH:10][CH:11]=2)=[CH:4][CH:3]=1.Br[C:16]1[S:17][CH:18]=CC=1.Cl.C(O[CH2:25][CH3:26])C, predict the reaction product. The product is: [CH2:12]([C:9]1[S:8][C:7]([C:5]2[S:6][C:2]([C:16]3[S:17][CH:18]=[CH:25][CH:26]=3)=[CH:3][CH:4]=2)=[CH:11][CH:10]=1)[CH2:13][CH3:14]. (4) Given the reactants [C:1]1([C:7]2[CH:12]=[CH:11][N+:10]([O-])=[CH:9][CH:8]=2)[CH:6]=[CH:5][CH:4]=[CH:3][CH:2]=1.C[Si]([C:18]#[N:19])(C)C.CN(C)C(Cl)=O, predict the reaction product. The product is: [C:18]([C:11]1[CH:12]=[C:7]([C:1]2[CH:6]=[CH:5][CH:4]=[CH:3][CH:2]=2)[CH:8]=[CH:9][N:10]=1)#[N:19]. (5) Given the reactants [Cl:1][C:2]1[CH:7]=[CH:6][C:5]([C:8]2[NH:17][C:16](=O)[C:15]3[C:10](=[CH:11][C:12]([C:19]([F:22])([F:21])[F:20])=[CH:13][CH:14]=3)[N:9]=2)=[CH:4][CH:3]=1.P(Cl)(Cl)([Cl:25])=O, predict the reaction product. The product is: [Cl:25][C:16]1[C:15]2[C:10](=[CH:11][C:12]([C:19]([F:22])([F:21])[F:20])=[CH:13][CH:14]=2)[N:9]=[C:8]([C:5]2[CH:6]=[CH:7][C:2]([Cl:1])=[CH:3][CH:4]=2)[N:17]=1.